From a dataset of Forward reaction prediction with 1.9M reactions from USPTO patents (1976-2016). Predict the product of the given reaction. (1) The product is: [Cl:1][C:2]1[CH:3]=[CH:4][C:5]2[NH:11][C:10]3[CH:12]=[CH:13][CH:14]=[CH:15][C:9]=3[C:8]([N:16]3[CH2:21][CH2:20][N:19]([C:23](=[O:31])[CH2:24][CH2:25][CH2:26][CH2:27][CH2:28][CH2:29][CH3:30])[CH2:18][CH2:17]3)=[N:7][C:6]=2[CH:22]=1. Given the reactants [Cl:1][C:2]1[CH:3]=[CH:4][C:5]2[NH:11][C:10]3[CH:12]=[CH:13][CH:14]=[CH:15][C:9]=3[C:8]([N:16]3[CH2:21][CH2:20][NH:19][CH2:18][CH2:17]3)=[N:7][C:6]=2[CH:22]=1.[C:23](Cl)(=[O:31])[CH2:24][CH2:25][CH2:26][CH2:27][CH2:28][CH2:29][CH3:30], predict the reaction product. (2) Given the reactants [CH:1]([N:4]1[CH2:9][CH2:8][N:7]([C:10]([C:12]2[CH:13]=[C:14]3[C:18](=[CH:19][CH:20]=2)[NH:17][C:16]([C:21]([N:23]2[CH2:28][CH2:27][N:26](S(C)(=O)=O)[CH2:25][CH2:24]2)=[O:22])=[CH:15]3)=[O:11])[CH2:6][CH2:5]1)([CH3:3])[CH3:2].Cl.N1(C(N)=O)CCNCC1.[CH:43]1([C:46]([OH:48])=O)[CH2:45][CH2:44]1, predict the reaction product. The product is: [CH:43]1([C:46]([N:26]2[CH2:27][CH2:28][N:23]([C:21]([C:16]3[NH:17][C:18]4[C:14]([CH:15]=3)=[CH:13][C:12]([C:10]([N:7]3[CH2:6][CH2:5][N:4]([CH:1]([CH3:3])[CH3:2])[CH2:9][CH2:8]3)=[O:11])=[CH:20][CH:19]=4)=[O:22])[CH2:24][CH2:25]2)=[O:48])[CH2:45][CH2:44]1. (3) Given the reactants [CH:1]1([C:4]2[CH:5]=[C:6]([CH:28]=[C:29]([O:32][CH2:33][CH3:34])[C:30]=2I)[CH2:7][N:8]2[CH2:11][C:10]3([CH2:15][C:14]([N:16]4[CH2:21][CH2:20][C:19]([CH3:27])([C:22]([O:24]CC)=[O:23])[CH2:18][CH2:17]4)=[N:13][O:12]3)[CH2:9]2)[CH2:3][CH2:2]1.[Cl:35][C:36]1[CH:37]=[C:38](B(O)O)[CH:39]=[CH:40][C:41]=1[F:42], predict the reaction product. The product is: [Cl:35][C:36]1[CH:37]=[C:38]([C:30]2[C:29]([O:32][CH2:33][CH3:34])=[CH:28][C:6]([CH2:7][N:8]3[CH2:9][C:10]4([CH2:15][C:14]([N:16]5[CH2:17][CH2:18][C:19]([CH3:27])([C:22]([OH:24])=[O:23])[CH2:20][CH2:21]5)=[N:13][O:12]4)[CH2:11]3)=[CH:5][C:4]=2[CH:1]2[CH2:3][CH2:2]2)[CH:39]=[CH:40][C:41]=1[F:42]. (4) Given the reactants [Cl:1][C:2]1[CH:10]=[CH:9][C:5]([C:6](Cl)=[O:7])=[CH:4][N:3]=1.[F:11][C:12]1[CH:18]=[CH:17][C:15]([NH2:16])=[C:14]([N+:19]([O-:21])=[O:20])[CH:13]=1, predict the reaction product. The product is: [Cl:1][C:2]1[N:3]=[CH:4][C:5]([C:6]([NH:16][C:15]2[CH:17]=[CH:18][C:12]([F:11])=[CH:13][C:14]=2[N+:19]([O-:21])=[O:20])=[O:7])=[CH:9][CH:10]=1. (5) The product is: [NH2:16][C:4]1[CH2:5][C:6]2([CH2:9][CH2:8][CH2:7]2)[CH2:10][C:2](=[O:1])[CH:3]=1. Given the reactants [OH:1][C:2]1[CH2:10][C:6]2([CH2:9][CH2:8][CH2:7]2)[CH2:5][C:4](=O)[CH:3]=1.C([O-])(=O)C.[NH4+:16].C(=O)(O)[O-].[Na+], predict the reaction product.